This data is from NCI-60 drug combinations with 297,098 pairs across 59 cell lines. The task is: Regression. Given two drug SMILES strings and cell line genomic features, predict the synergy score measuring deviation from expected non-interaction effect. (1) Drug 1: COC1=C(C=C2C(=C1)N=CN=C2NC3=CC(=C(C=C3)F)Cl)OCCCN4CCOCC4. Drug 2: CC1CCC2CC(C(=CC=CC=CC(CC(C(=O)C(C(C(=CC(C(=O)CC(OC(=O)C3CCCCN3C(=O)C(=O)C1(O2)O)C(C)CC4CCC(C(C4)OC)O)C)C)O)OC)C)C)C)OC. Cell line: PC-3. Synergy scores: CSS=41.8, Synergy_ZIP=-9.22, Synergy_Bliss=-7.92, Synergy_Loewe=-2.87, Synergy_HSA=-1.22. (2) Drug 1: C(=O)(N)NO. Drug 2: CC1CCC2CC(C(=CC=CC=CC(CC(C(=O)C(C(C(=CC(C(=O)CC(OC(=O)C3CCCCN3C(=O)C(=O)C1(O2)O)C(C)CC4CCC(C(C4)OC)O)C)C)O)OC)C)C)C)OC. Cell line: SW-620. Synergy scores: CSS=6.10, Synergy_ZIP=-1.80, Synergy_Bliss=1.35, Synergy_Loewe=1.49, Synergy_HSA=1.35.